This data is from Forward reaction prediction with 1.9M reactions from USPTO patents (1976-2016). The task is: Predict the product of the given reaction. (1) Given the reactants [C:1]1([C:7]2[CH:8]=[N:9][N:10]3[CH:15]=[C:14]([C:16]4[CH:23]=[CH:22][C:19]([CH:20]=[O:21])=[CH:18][CH:17]=4)[CH:13]=[N:12][C:11]=23)[CH:6]=[CH:5][CH:4]=[CH:3][CH:2]=1.CC(CC)=C.[OH:29]P([O-])(O)=O.[Na+].Cl([O-])=O.[Na+], predict the reaction product. The product is: [C:1]1([C:7]2[CH:8]=[N:9][N:10]3[CH:15]=[C:14]([C:16]4[CH:17]=[CH:18][C:19]([C:20]([OH:29])=[O:21])=[CH:22][CH:23]=4)[CH:13]=[N:12][C:11]=23)[CH:6]=[CH:5][CH:4]=[CH:3][CH:2]=1. (2) Given the reactants CCC[CH2:4][CH2:5][CH3:6].C[Si](C#C)(C)C.[Li+].CCC[CH2-].[CH:18]([SiH:21](Cl)[CH:22]([CH3:24])[CH3:23])(C)[CH3:19], predict the reaction product. The product is: [CH:22]([SiH:21]([C:18]#[CH:19])[CH:5]([CH3:4])[CH3:6])([CH3:24])[CH3:23]. (3) Given the reactants Br[C:2]1[CH:7]=[CH:6][C:5]([C@@H:8]([N:10]2[CH2:15][CH2:14][C@:13]([CH2:23][C:24]([CH3:28])([CH3:27])[C:25]#[N:26])([C:16]3[CH:21]=[CH:20][C:19]([F:22])=[CH:18][CH:17]=3)[O:12][C:11]2=[O:29])[CH3:9])=[CH:4][CH:3]=1.[B:30]1([B:30]2[O:34][C:33]([CH3:36])([CH3:35])[C:32]([CH3:38])([CH3:37])[O:31]2)[O:34][C:33]([CH3:36])([CH3:35])[C:32]([CH3:38])([CH3:37])[O:31]1.CC([O-])=O.[K+], predict the reaction product. The product is: [F:22][C:19]1[CH:20]=[CH:21][C:16]([C@:13]2([CH2:23][C:24]([CH3:28])([CH3:27])[C:25]#[N:26])[O:12][C:11](=[O:29])[N:10]([C@H:8]([C:5]3[CH:6]=[CH:7][C:2]([B:30]4[O:34][C:33]([CH3:36])([CH3:35])[C:32]([CH3:38])([CH3:37])[O:31]4)=[CH:3][CH:4]=3)[CH3:9])[CH2:15][CH2:14]2)=[CH:17][CH:18]=1. (4) Given the reactants Br[C:2]1[CH:48]=[CH:47][C:5]2[CH2:6][CH2:7][CH2:8][CH2:9][CH2:10][CH2:11][CH2:12][O:13][C:14](=[O:46])[NH:15][C@@H:16]([C:42]([CH3:45])([CH3:44])[CH3:43])[C:17](=[O:41])[N:18]3[CH2:23][C@H:21]([O:22][C:4]=2[CH:3]=1)[CH2:20][C@H:19]3[C:24]([NH:26][C@:27]1([C:32]([NH:34][S:35]([CH:38]2[CH2:40][CH2:39]2)(=[O:37])=[O:36])=[O:33])[CH2:29][C@H:28]1[CH2:30][CH3:31])=[O:25].[CH3:49][N:50](C=O)C, predict the reaction product. The product is: [C:42]([C@@H:16]1[NH:15][C:14](=[O:46])[O:13][CH2:12][CH2:11][CH2:10][CH2:9][CH2:8][CH2:7][CH2:6][C:5]2[CH:47]=[CH:48][C:2]([C:49]#[N:50])=[CH:3][C:4]=2[O:22][C@H:21]2[CH2:23][N:18]([C@H:19]([C:24]([NH:26][C@:27]3([C:32]([NH:34][S:35]([CH:38]4[CH2:40][CH2:39]4)(=[O:37])=[O:36])=[O:33])[CH2:29][C@H:28]3[CH2:30][CH3:31])=[O:25])[CH2:20]2)[C:17]1=[O:41])([CH3:45])([CH3:43])[CH3:44].